From a dataset of Full USPTO retrosynthesis dataset with 1.9M reactions from patents (1976-2016). Predict the reactants needed to synthesize the given product. (1) Given the product [Cl:1][C:2]1[CH:23]=[CH:22][C:5]([CH2:6][N:7]2[C:16]3[C:11](=[CH:12][C:13]([F:18])=[C:14]([N:24]4[CH2:29][CH2:28][NH:27][CH2:26][CH2:25]4)[CH:15]=3)[C:10](=[O:19])[C:9]([C:20]#[N:21])=[CH:8]2)=[CH:4][CH:3]=1, predict the reactants needed to synthesize it. The reactants are: [Cl:1][C:2]1[CH:23]=[CH:22][C:5]([CH2:6][N:7]2[C:16]3[C:11](=[CH:12][C:13]([F:18])=[C:14](F)[CH:15]=3)[C:10](=[O:19])[C:9]([C:20]#[N:21])=[CH:8]2)=[CH:4][CH:3]=1.[NH:24]1[CH2:29][CH2:28][NH:27][CH2:26][CH2:25]1. (2) Given the product [CH3:1][C:2]1[N:3]=[CH:4][S:5][C:6]=1[CH2:7][CH2:8][O:9][CH2:12][C:13]1[CH:18]=[CH:17][CH:16]=[CH:15][CH:14]=1, predict the reactants needed to synthesize it. The reactants are: [CH3:1][C:2]1[N:3]=[CH:4][S:5][C:6]=1[CH2:7][CH2:8][OH:9].[H-].[Na+].[CH2:12](Br)[C:13]1[CH:18]=[CH:17][CH:16]=[CH:15][CH:14]=1. (3) Given the product [OH:25][CH2:24][CH2:20][S:28]([CH2:5][C:6]([NH:9][C:10](=[O:16])[O:11][C:12]([CH3:15])([CH3:14])[CH3:13])([CH3:7])[CH3:8])(=[O:32])=[O:30], predict the reactants needed to synthesize it. The reactants are: OCCS[CH2:5][C:6]([NH:9][C:10](=[O:16])[O:11][C:12]([CH3:15])([CH3:14])[CH3:13])([CH3:8])[CH3:7].ClC1C=CC=[C:20]([C:24](OO)=[O:25])C=1.[S:28]([O-:32])([O-])(=[O:30])=S.[Na+].[Na+]. (4) Given the product [C:12]([O:15][C:16]1[CH:21]=[CH:20][C:19]([N:22]2[C:7]([CH3:6])=[CH:2][C:3]([CH3:4])=[N:23]2)=[C:18]([OH:24])[CH:17]=1)(=[O:14])[CH3:13], predict the reactants needed to synthesize it. The reactants are: C[C:2]1[CH:7]=[CH:6]C(S(O)(=O)=O)=[CH:4][CH:3]=1.[C:12]([O:15][C:16]1[CH:21]=[CH:20][C:19]([NH:22][NH2:23])=[C:18]([OH:24])[CH:17]=1)(=[O:14])[CH3:13].C(OC1C=CC(N)=C(O)C=1)(=O)C.C(CC(=O)C)(=O)C. (5) Given the product [Br:8][C:5]1[CH:6]=[CH:7][C:2]([NH:1][C:15]([NH:14][C:12](=[O:13])[O:11][CH2:9][CH3:10])=[S:16])=[N:3][CH:4]=1, predict the reactants needed to synthesize it. The reactants are: [NH2:1][C:2]1[CH:7]=[CH:6][C:5]([Br:8])=[CH:4][N:3]=1.[CH2:9]([O:11][C:12]([N:14]=[C:15]=[S:16])=[O:13])[CH3:10]. (6) Given the product [Br:3][C:4]1[C:9]([O:10][CH3:1])=[CH:8][CH:7]=[C:6]([I:11])[N:5]=1, predict the reactants needed to synthesize it. The reactants are: [CH3:1]I.[Br:3][C:4]1[C:9]([OH:10])=[CH:8][CH:7]=[C:6]([I:11])[N:5]=1.O. (7) Given the product [F:1][C:2]1[CH:3]=[C:4]([CH:7]=[CH:8][C:9]=1[C:10]([F:11])([F:12])[F:13])[CH2:5][NH:6][CH2:22][CH2:21][CH2:27][S:24]([OH:26])(=[O:25])=[O:23], predict the reactants needed to synthesize it. The reactants are: [F:1][C:2]1[CH:3]=[C:4]([CH:7]=[CH:8][C:9]=1[C:10]([F:13])([F:12])[F:11])[CH2:5][NH2:6].C1(C)C=CC=CC=1.[CH2:21]1[CH2:27][S:24](=[O:26])(=[O:25])[O:23][CH2:22]1. (8) Given the product [NH2:55][C:1]([O:2][C:3]1[CH:8]=[CH:7][C:6]([CH2:9][C@H:10]([NH:31][C:32](=[O:33])[O:34][C@@H:35]2[C@H:42]3[C@H:38]([O:39][CH2:40][CH2:41]3)[O:37][CH2:36]2)[C@H:11]([OH:30])[CH2:12][N:13]([S:18]([C:21]2[CH:29]=[CH:28][C:24]3[O:25][CH2:26][O:27][C:23]=3[CH:22]=2)(=[O:19])=[O:20])[CH2:14][CH:15]([CH3:16])[CH3:17])=[CH:5][CH:4]=1)=[O:43], predict the reactants needed to synthesize it. The reactants are: [C:1](=O)([O:43]C1C=CC([N+]([O-])=O)=CC=1)[O:2][C:3]1[CH:8]=[CH:7][C:6]([CH2:9][C@H:10]([NH:31][C:32]([O:34][C@@H:35]2[C@H:42]3[C@H:38]([O:39][CH2:40][CH2:41]3)[O:37][CH2:36]2)=[O:33])[C@H:11]([OH:30])[CH2:12][N:13]([S:18]([C:21]2[CH:29]=[CH:28][C:24]3[O:25][CH2:26][O:27][C:23]=3[CH:22]=2)(=[O:20])=[O:19])[CH2:14][CH:15]([CH3:17])[CH3:16])=[CH:5][CH:4]=1.[OH-].[NH4+:55]. (9) Given the product [CH2:16]1[CH2:17][CH2:18][C:13]2([CH2:23][C:24](=[O:26])[NH:12][C:20](=[O:21])[CH2:19]2)[CH2:14][CH2:15]1, predict the reactants needed to synthesize it. The reactants are: C(OC(=O)C)(=O)C.C([O-])(=O)C.[NH4+:12].[C:13]1([CH2:23][C:24]([OH:26])=O)([CH2:19][C:20](O)=[O:21])[CH2:18][CH2:17][CH2:16][CH2:15][CH2:14]1.N.